Dataset: Catalyst prediction with 721,799 reactions and 888 catalyst types from USPTO. Task: Predict which catalyst facilitates the given reaction. (1) Reactant: [Si]([O:8][CH2:9][C@@H:10]([CH3:24])[CH2:11][N:12]1[C:17]2[CH:18]=[C:19]([F:22])[CH:20]=[CH:21][C:16]=2[O:15][CH2:14][C:13]1=[O:23])(C(C)(C)C)(C)C.O.[F-].C([N+](CCCC)(CCCC)CCCC)CCC. Product: [F:22][C:19]1[CH:20]=[CH:21][C:16]2[O:15][CH2:14][C:13](=[O:23])[N:12]([CH2:11][C@H:10]([CH3:24])[CH2:9][OH:8])[C:17]=2[CH:18]=1. The catalyst class is: 243. (2) Product: [I-:40].[CH:1]1([CH2:4][N@@+:5]2([CH3:39])[CH2:23][CH2:22][C@:12]34[C:13]5[C:14]6[O:21][C@H:11]3[C:10](=[O:24])[CH2:9][CH2:8][C@@:7]4([O:25][CH2:26][C:27]3[CH:32]=[CH:31][CH:30]=[CH:29][C:28]=3[C:33]3[CH:38]=[CH:37][CH:36]=[CH:35][CH:34]=3)[C@H:6]2[CH2:19][C:18]=5[CH:17]=[CH:16][C:15]=6[OH:20])[CH2:3][CH2:2]1. The catalyst class is: 6. Reactant: [CH:1]1([CH2:4][N:5]2[CH2:23][CH2:22][C@:12]34[C:13]5[C:14]6[O:21][C@H:11]3[C:10](=[O:24])[CH2:9][CH2:8][C@@:7]4([O:25][CH2:26][C:27]3[CH:32]=[CH:31][CH:30]=[CH:29][C:28]=3[C:33]3[CH:38]=[CH:37][CH:36]=[CH:35][CH:34]=3)[C@H:6]2[CH2:19][C:18]=5[CH:17]=[CH:16][C:15]=6[OH:20])[CH2:3][CH2:2]1.[CH3:39][I:40].